This data is from Forward reaction prediction with 1.9M reactions from USPTO patents (1976-2016). The task is: Predict the product of the given reaction. (1) The product is: [CH2:1]([N:22]1[C@H:21]([C:25]([O:27][CH3:28])=[O:26])[C@H:19]2[S:20][C:16]([CH3:33])([CH3:15])[C@H:17]([C:29]([O:31][CH3:32])=[O:30])[N:18]2[C:23]1=[O:24])[C:2]1[CH:7]=[CH:6][CH:5]=[CH:4][CH:3]=1. Given the reactants [CH2:1](Br)[C:2]1[CH:7]=[CH:6][CH:5]=[CH:4][CH:3]=1.C([O-])([O-])=O.[K+].[K+].[CH3:15][C:16]1([CH3:33])[S:20][C@@H:19]2[C@@H:21]([C:25]([O:27][CH3:28])=[O:26])[NH:22][C:23](=[O:24])[N:18]2[C@H:17]1[C:29]([O:31][CH3:32])=[O:30], predict the reaction product. (2) Given the reactants C1(P(C2C=CC=CC=2)C2C=CC=CC=2)C=CC=CC=1.[Br:20][C:21]1[CH:26]=[CH:25][C:24]([CH3:27])=[CH:23][C:22]=1[CH2:28]O.[Br:30]C(Br)(Br)C(C(Br)(Br)Br)=O, predict the reaction product. The product is: [Br:20][C:21]1[CH:26]=[CH:25][C:24]([CH3:27])=[CH:23][C:22]=1[CH2:28][Br:30]. (3) Given the reactants Br[C:2]1[CH:3]=[CH:4][C:5]([O:17][CH2:18][C:19]2[CH:24]=[CH:23][CH:22]=[CH:21][C:20]=2[O:25][CH3:26])=[C:6]([CH:16]=1)[C:7]([NH:9][C:10]1[CH:11]=[N:12][CH:13]=[CH:14][CH:15]=1)=[O:8].[CH3:27][N:28]1[CH:32]=[C:31](B2OC(C)(C)C(C)(C)O2)[CH:30]=[N:29]1.C(=O)([O-])[O-].[Na+].[Na+], predict the reaction product. The product is: [CH3:26][O:25][C:20]1[CH:21]=[CH:22][CH:23]=[CH:24][C:19]=1[CH2:18][O:17][C:5]1[CH:4]=[CH:3][C:2]([C:31]2[CH:30]=[N:29][N:28]([CH3:27])[CH:32]=2)=[CH:16][C:6]=1[C:7]([NH:9][C:10]1[CH:11]=[N:12][CH:13]=[CH:14][CH:15]=1)=[O:8]. (4) Given the reactants [Cl:1][C:2]1[CH:7]=[CH:6][CH:5]=[C:4]([F:8])[C:3]=1[CH2:9][N:10]([CH2:13][C:14]1[N:19]=[CH:18][C:17]([CH2:20][N:21]2[CH2:26][CH2:25][N:24]([C:27]3[C:32]([C:33]([O:35][CH:36]([CH3:38])[CH3:37])=[O:34])=[CH:31][CH:30]=[CH:29][N:28]=3)[CH2:23][CH2:22]2)=[CH:16][CH:15]=1)[CH2:11][CH3:12].[ClH:39].O1CCOCC1, predict the reaction product. The product is: [ClH:1].[ClH:39].[ClH:1].[Cl:1][C:2]1[CH:7]=[CH:6][CH:5]=[C:4]([F:8])[C:3]=1[CH2:9][N:10]([CH2:13][C:14]1[N:19]=[CH:18][C:17]([CH2:20][N:21]2[CH2:22][CH2:23][N:24]([C:27]3[C:32]([C:33]([O:35][CH:36]([CH3:37])[CH3:38])=[O:34])=[CH:31][CH:30]=[CH:29][N:28]=3)[CH2:25][CH2:26]2)=[CH:16][CH:15]=1)[CH2:11][CH3:12]. (5) Given the reactants [Cl:1][C:2]1[CH:9]=[CH:8][C:5]([CH:6]=O)=[CH:4][C:3]=1[N+:10]([O-:12])=[O:11].[Cl:13][C:14]1[CH:15]=[C:16]([C@H:20]([NH2:22])[CH3:21])[CH:17]=[CH:18][CH:19]=1.C(O)(=O)C.[BH-](OC(C)=O)(OC(C)=O)OC(C)=O.[Na+], predict the reaction product. The product is: [Cl:1][C:2]1[CH:9]=[CH:8][C:5]([CH2:6][NH:22][C@@H:20]([C:16]2[CH:17]=[CH:18][CH:19]=[C:14]([Cl:13])[CH:15]=2)[CH3:21])=[CH:4][C:3]=1[N+:10]([O-:12])=[O:11]. (6) Given the reactants [C:1]([C@@H:4]1[CH2:7][C@H:6]([C:8]([OH:10])=[O:9])[C:5]1([CH3:12])[CH3:11])(=[O:3])[CH3:2].C([O-])([O-])=O.[Cs+].[Cs+].[CH:19]1[CH:24]=[CH:23][C:22]([CH2:25]Br)=[CH:21][CH:20]=1, predict the reaction product. The product is: [C:1]([C@@H:4]1[CH2:7][C@H:6]([C:8]([O:10][CH2:25][C:22]2[CH:23]=[CH:24][CH:19]=[CH:20][CH:21]=2)=[O:9])[C:5]1([CH3:12])[CH3:11])(=[O:3])[CH3:2]. (7) Given the reactants [C:1]([C:3]1[CH:4]=[C:5]2[C:9](=[CH:10][CH:11]=1)[NH:8][C:7]([C:12]([O:14][CH2:15][CH3:16])=[O:13])=[CH:6]2)#[N:2].C([O-])([O-])=[O:18].[K+].[K+].OO, predict the reaction product. The product is: [C:1]([C:3]1[CH:4]=[C:5]2[C:9](=[CH:10][CH:11]=1)[NH:8][C:7]([C:12]([O:14][CH2:15][CH3:16])=[O:13])=[CH:6]2)(=[O:18])[NH2:2].